Dataset: Forward reaction prediction with 1.9M reactions from USPTO patents (1976-2016). Task: Predict the product of the given reaction. (1) Given the reactants Cl.[Br:2][C:3]1[CH:4]=[C:5]([CH:8]=[CH:9][CH:10]=1)[CH2:6][NH2:7].C(N(CC)C(C)C)(C)C.[C:20](OC([O-])=O)([O:22][C:23]([CH3:26])([CH3:25])[CH3:24])=[O:21], predict the reaction product. The product is: [Br:2][C:3]1[CH:4]=[C:5]([CH:8]=[CH:9][CH:10]=1)[CH2:6][NH:7][C:20](=[O:21])[O:22][C:23]([CH3:26])([CH3:25])[CH3:24]. (2) Given the reactants [CH3:1][O:2][C:3]1[CH:4]=[C:5]([C@H:11]2[CH2:16][CH2:15][CH2:14][CH2:13][C@H:12]2[NH2:17])[CH:6]=[CH:7][C:8]=1[O:9][CH3:10].CO[C:20]1[CH:25]=[C:24](O)[C:23]([C:27]([C:29]2[CH:34]=[CH:33][CH:32]=[CH:31][CH:30]=2)=[O:28])=[CH:22][C:21]=1S(O)(=O)=O.[C:39](Cl)(Cl)=[O:40], predict the reaction product. The product is: [CH3:1][O:2][C:3]1[CH:4]=[C:5]([C@H:11]2[CH2:16][CH2:15][CH2:14][CH2:13][C@H:12]2[NH:17][C:39](=[O:40])[C:20]2[CH:21]=[CH:22][C:23]([C:27](=[O:28])[C:29]3[CH:30]=[CH:31][CH:32]=[CH:33][CH:34]=3)=[CH:24][CH:25]=2)[CH:6]=[CH:7][C:8]=1[O:9][CH3:10].